The task is: Predict the reactants needed to synthesize the given product.. This data is from Full USPTO retrosynthesis dataset with 1.9M reactions from patents (1976-2016). (1) The reactants are: [CH2:1]([NH:3][C:4]([C:6]1[C:10](Br)=[C:9]([C:12]2[CH:17]=[C:16]([Cl:18])[C:15]([O:19][CH2:20][C:21]3[CH:26]=[CH:25][CH:24]=[CH:23][CH:22]=3)=[CH:14][C:13]=2[O:27][CH2:28][C:29]2[CH:34]=[CH:33][CH:32]=[CH:31][CH:30]=2)[O:8][N:7]=1)=[O:5])[CH3:2].[Cl:35][C:36]1[CH:37]=[C:38](B(O)O)[CH:39]=[CH:40][CH:41]=1. Given the product [CH2:1]([NH:3][C:4]([C:6]1[C:10]([C:40]2[CH:39]=[CH:38][CH:37]=[C:36]([Cl:35])[CH:41]=2)=[C:9]([C:12]2[CH:17]=[C:16]([Cl:18])[C:15]([O:19][CH2:20][C:21]3[CH:26]=[CH:25][CH:24]=[CH:23][CH:22]=3)=[CH:14][C:13]=2[O:27][CH2:28][C:29]2[CH:34]=[CH:33][CH:32]=[CH:31][CH:30]=2)[O:8][N:7]=1)=[O:5])[CH3:2], predict the reactants needed to synthesize it. (2) Given the product [Cl:1][C:2]1[CH:9]=[C:8]([N:11]2[CH2:15][CH2:14][CH2:13][C:12]2=[O:16])[CH:7]=[CH:6][C:3]=1[C:4]#[N:5], predict the reactants needed to synthesize it. The reactants are: [Cl:1][C:2]1[CH:9]=[C:8](F)[CH:7]=[CH:6][C:3]=1[C:4]#[N:5].[NH:11]1[CH2:15][CH2:14][CH2:13][C:12]1=[O:16].C(=O)([O-])[O-].[Cs+].[Cs+]. (3) Given the product [F:1][C:2]1[C:7]([F:8])=[CH:6][CH:5]=[CH:4][C:3]=1[C:9]1[N:42]=[C:12]2[CH:13]=[N:14][N:15]([CH2:17][C:18]3[N:23]=[N:22][C:21]([C:24]4[CH:29]=[CH:28][C:27]([C:45]5[S:44][CH:48]=[CH:47][CH:46]=5)=[CH:26][C:25]=4[C:38]([F:40])([F:39])[F:41])=[CH:20][CH:19]=3)[CH:16]=[C:11]2[N:10]=1, predict the reactants needed to synthesize it. The reactants are: [F:1][C:2]1[C:7]([F:8])=[CH:6][CH:5]=[CH:4][C:3]=1[C:9]1[N:42]=[C:12]2[CH:13]=[N:14][N:15]([CH2:17][C:18]3[N:23]=[N:22][C:21]([C:24]4[CH:29]=[CH:28][C:27](OS(C(F)(F)F)(=O)=O)=[CH:26][C:25]=4[C:38]([F:41])([F:40])[F:39])=[CH:20][CH:19]=3)[CH:16]=[C:11]2[N:10]=1.[Br-].[S:44]1[CH:48]=[CH:47][CH:46]=[C:45]1[Zn+].C(O)(C(F)(F)F)=O. (4) Given the product [CH3:24][C:14]1[CH:13]=[C:12]([O:11][CH2:10]/[CH:9]=[C:8](\[C:5]2[CH:4]=[CH:3][C:2]([C:37]#[C:36][CH2:35][N:38]3[CH:42]=[CH:41][CH:40]=[N:39]3)=[CH:7][CH:6]=2)/[C:25]2[CH:30]=[CH:29][CH:28]=[C:27]([C:31]([F:34])([F:33])[F:32])[CH:26]=2)[CH:23]=[CH:22][C:15]=1[O:16][CH2:17][C:18]([O:20][CH3:21])=[O:19], predict the reactants needed to synthesize it. The reactants are: I[C:2]1[CH:7]=[CH:6][C:5](/[C:8](/[C:25]2[CH:30]=[CH:29][CH:28]=[C:27]([C:31]([F:34])([F:33])[F:32])[CH:26]=2)=[CH:9]\[CH2:10][O:11][C:12]2[CH:23]=[CH:22][C:15]([O:16][CH2:17][C:18]([O:20][CH3:21])=[O:19])=[C:14]([CH3:24])[CH:13]=2)=[CH:4][CH:3]=1.[CH2:35]([N:38]1[CH:42]=[CH:41][CH:40]=[N:39]1)[C:36]#[CH:37]. (5) The reactants are: [CH2:1]([C:3]1[CH:11]=[CH:10][C:9]2[NH:8][C:7]3[CH2:12][CH2:13][N:14]([CH3:16])[CH2:15][C:6]=3[C:5]=2[CH:4]=1)[CH3:2].[F:17][C:18]([F:29])([F:28])[C:19]1[C:24]([CH:25]=[CH2:26])=[CH:23][N:22]=[C:21]([CH3:27])[CH:20]=1.[OH-].[K+]. Given the product [CH2:1]([C:3]1[CH:11]=[CH:10][C:9]2[N:8]([CH2:26][CH2:25][C:24]3[CH:23]=[N:22][C:21]([CH3:27])=[CH:20][C:19]=3[C:18]([F:29])([F:17])[F:28])[C:7]3[CH2:12][CH2:13][N:14]([CH3:16])[CH2:15][C:6]=3[C:5]=2[CH:4]=1)[CH3:2], predict the reactants needed to synthesize it.